Dataset: Peptide-MHC class II binding affinity with 134,281 pairs from IEDB. Task: Regression. Given a peptide amino acid sequence and an MHC pseudo amino acid sequence, predict their binding affinity value. This is MHC class II binding data. (1) The peptide sequence is QWHKEGSSIGKLFTQHHHHHH. The MHC is DRB5_0101 with pseudo-sequence DRB5_0101. The binding affinity (normalized) is 0.763. (2) The binding affinity (normalized) is 0. The peptide sequence is IGSYVAFLSQTFAFI. The MHC is HLA-DQA10101-DQB10501 with pseudo-sequence HLA-DQA10101-DQB10501.